This data is from Full USPTO retrosynthesis dataset with 1.9M reactions from patents (1976-2016). The task is: Predict the reactants needed to synthesize the given product. (1) Given the product [CH2:37]([N:9]1[C:10]2[C:15](=[CH:14][CH:13]=[C:12]([C:16]([O:18][CH3:19])=[O:17])[CH:11]=2)[C:7]([CH:1]2[CH2:6][CH2:5][CH2:4][CH2:3][CH2:2]2)=[C:8]1[C:20]1[N:21]([CH2:27][O:28][CH2:29][CH2:30][Si:31]([CH3:33])([CH3:32])[CH3:34])[C:22]([Br:26])=[C:23]([Br:25])[N:24]=1)[CH:36]=[CH2:35], predict the reactants needed to synthesize it. The reactants are: [CH:1]1([C:7]2[C:15]3[C:10](=[CH:11][C:12]([C:16]([O:18][CH3:19])=[O:17])=[CH:13][CH:14]=3)[NH:9][C:8]=2[C:20]2[N:21]([CH2:27][O:28][CH2:29][CH2:30][Si:31]([CH3:34])([CH3:33])[CH3:32])[C:22]([Br:26])=[C:23]([Br:25])[N:24]=2)[CH2:6][CH2:5][CH2:4][CH2:3][CH2:2]1.[CH2:35](Br)[CH:36]=[CH2:37].C(Cl)Cl. (2) Given the product [C:1]12([CH:6]3[CH2:11][CH2:10][CH:9]1[C:8](=[O:15])[C:7]3=[O:12])[CH2:2][CH2:3][CH2:4][CH2:5]2, predict the reactants needed to synthesize it. The reactants are: [C:1]12([CH:9]3[CH2:10][CH2:11][CH:6]1[C:7](=[O:12])[CH2:8]3)[CH2:5][CH2:4][CH2:3][CH2:2]2.C(O)(=[O:15])C. (3) Given the product [CH3:22][C:17]1([CH3:23])[C:18]([CH3:21])([CH3:20])[O:19][B:15]([C:2]2[CH:9]=[CH:8][CH:7]=[CH:6][C:3]=2[C:4]#[N:5])[O:16]1, predict the reactants needed to synthesize it. The reactants are: Br[C:2]1[CH:9]=[CH:8][CH:7]=[CH:6][C:3]=1[C:4]#[N:5].C([O-])(=O)C.[K+].[B:15]1([B:15]2[O:19][C:18]([CH3:21])([CH3:20])[C:17]([CH3:23])([CH3:22])[O:16]2)[O:19][C:18]([CH3:21])([CH3:20])[C:17]([CH3:23])([CH3:22])[O:16]1. (4) Given the product [Br:8][C:6]1[CH:7]=[C:2]([NH:1][S:20]([C:17]2[CH:18]=[CH:19][C:14]([CH3:24])=[CH:15][CH:16]=2)(=[O:22])=[O:21])[C:3]([NH:9][C@@H:10]([CH3:13])[CH2:11][OH:12])=[N:4][CH:5]=1, predict the reactants needed to synthesize it. The reactants are: [NH2:1][C:2]1[C:3]([NH:9][C@@H:10]([CH3:13])[CH2:11][OH:12])=[N:4][CH:5]=[C:6]([Br:8])[CH:7]=1.[C:14]1([CH3:24])[CH:19]=[CH:18][C:17]([S:20](Cl)(=[O:22])=[O:21])=[CH:16][CH:15]=1. (5) Given the product [NH2:2][CH2:1][C:3]1[CH:8]=[CH:7][C:6]([CH2:9][CH2:10][C:11]([O:13][CH3:14])=[O:12])=[CH:5][CH:4]=1, predict the reactants needed to synthesize it. The reactants are: [C:1]([C:3]1[CH:8]=[CH:7][C:6](/[CH:9]=[CH:10]/[C:11]([O:13][CH3:14])=[O:12])=[CH:5][CH:4]=1)#[N:2].[H][H]. (6) Given the product [CH2:13]([O:20][C:2]1[CH:7]=[CH:6][C:5]([N+:8]([O-:10])=[O:9])=[C:4]([F:11])[C:3]=1[F:12])[C:14]1[CH:19]=[CH:18][CH:17]=[CH:16][CH:15]=1, predict the reactants needed to synthesize it. The reactants are: F[C:2]1[CH:7]=[CH:6][C:5]([N+:8]([O-:10])=[O:9])=[C:4]([F:11])[C:3]=1[F:12].[CH2:13]([OH:20])[C:14]1[CH:19]=[CH:18][CH:17]=[CH:16][CH:15]=1.C(=O)([O-])[O-].[K+].[K+].O. (7) Given the product [F:2][C:3]1[CH:4]=[C:5]([CH:6]=[C:7]([F:9])[CH:8]=1)[CH:13]=[O:14], predict the reactants needed to synthesize it. The reactants are: [Mg].[F:2][C:3]1[CH:4]=[C:5](Br)[CH:6]=[C:7]([F:9])[CH:8]=1.CN(C)[CH:13]=[O:14].Cl. (8) Given the product [C:1]([O:5][C:6]1[CH:7]=[C:8]([CH:14]=[CH:15][CH:16]=1)[CH2:9][OH:10])([CH3:4])([CH3:2])[CH3:3], predict the reactants needed to synthesize it. The reactants are: [C:1]([O:5][C:6]1[CH:7]=[C:8]([CH:14]=[CH:15][CH:16]=1)[C:9](OCC)=[O:10])([CH3:4])([CH3:3])[CH3:2].[H-].[Al+3].[Li+].[H-].[H-].[H-].O. (9) The reactants are: [Cl:1][C:2]1[CH:16]=[CH:15][C:5]([O:6][C:7]2[CH:14]=[CH:13][CH:12]=[CH:11][C:8]=2[CH2:9][NH2:10])=[CH:4][CH:3]=1.[CH:17]1([C:22]([N:24]2[CH2:29][CH2:28][C:27](=O)[CH2:26][CH2:25]2)=[O:23])[CH2:21][CH2:20][CH2:19][CH2:18]1.[BH-](OC(C)=O)(OC(C)=O)OC(C)=O.[Na+].C(O)(=O)C. Given the product [Cl:1][C:2]1[CH:16]=[CH:15][C:5]([O:6][C:7]2[CH:14]=[CH:13][CH:12]=[CH:11][C:8]=2[CH2:9][NH:10][CH:27]2[CH2:28][CH2:29][N:24]([C:22]([CH:17]3[CH2:21][CH2:20][CH2:19][CH2:18]3)=[O:23])[CH2:25][CH2:26]2)=[CH:4][CH:3]=1, predict the reactants needed to synthesize it. (10) Given the product [C:1]([O:5][C:6]([N:8]1[CH:13]([CH2:14][CH3:15])[CH2:12][CH:11]([N:16]([CH2:37][C:38]2[CH:43]=[C:42]([C:44]([F:45])([F:46])[F:47])[CH:41]=[C:40]([Cl:48])[CH:39]=2)[C:17]2[O:18][CH:19]=[C:20]([C:22]([O:24][CH2:25][CH3:26])=[O:23])[N:21]=2)[CH2:10][CH:9]1[CH2:27][C:28]1[CH:33]=[CH:32][CH:31]=[CH:30][CH:29]=1)=[O:7])([CH3:3])([CH3:4])[CH3:2], predict the reactants needed to synthesize it. The reactants are: [C:1]([O:5][C:6]([N:8]1[CH:13]([CH2:14][CH3:15])[CH2:12][CH:11]([NH:16][C:17]2[O:18][CH:19]=[C:20]([C:22]([O:24][CH2:25][CH3:26])=[O:23])[N:21]=2)[CH2:10][CH:9]1[CH2:27][C:28]1[CH:33]=[CH:32][CH:31]=[CH:30][CH:29]=1)=[O:7])([CH3:4])([CH3:3])[CH3:2].[H-].[Na+].Br[CH2:37][C:38]1[CH:43]=[C:42]([C:44]([F:47])([F:46])[F:45])[CH:41]=[C:40]([Cl:48])[CH:39]=1.O.